From a dataset of Forward reaction prediction with 1.9M reactions from USPTO patents (1976-2016). Predict the product of the given reaction. (1) Given the reactants [F-].[K+].[Br:3][C:4]1[N:9]=[C:8]([C:10]2([CH3:25])[CH2:12][N@@:11]2[S:13]([C:16]2[CH:21]=[CH:20][C:19]([N+:22]([O-:24])=[O:23])=[CH:18][CH:17]=2)(=[O:15])=[O:14])[C:7]([F:26])=[C:6]([Si](CC)(CC)CC)[CH:5]=1.CC(O)=O.C([O-])(O)=O.[Na+], predict the reaction product. The product is: [Br:3][C:4]1[N:9]=[C:8]([C:10]2([CH3:25])[CH2:12][N@@:11]2[S:13]([C:16]2[CH:17]=[CH:18][C:19]([N+:22]([O-:24])=[O:23])=[CH:20][CH:21]=2)(=[O:14])=[O:15])[C:7]([F:26])=[CH:6][CH:5]=1. (2) Given the reactants Br[CH:2]([C:7]([C:9]1[CH:14]=[CH:13][C:12]([F:15])=[CH:11][CH:10]=1)=O)[CH2:3][C:4]([OH:6])=[O:5].[CH3:16][O:17][C:18]1[CH:23]=[CH:22][C:21]([CH:24]([C:28]2[CH:33]=[CH:32][CH:31]=[CH:30][N:29]=2)[C:25]([NH2:27])=[S:26])=[CH:20][CH:19]=1, predict the reaction product. The product is: [F:15][C:12]1[CH:13]=[CH:14][C:9]([C:7]2[N:27]=[C:25]([CH:24]([C:21]3[CH:20]=[CH:19][C:18]([O:17][CH3:16])=[CH:23][CH:22]=3)[C:28]3[CH:33]=[CH:32][CH:31]=[CH:30][N:29]=3)[S:26][C:2]=2[CH2:3][C:4]([OH:6])=[O:5])=[CH:10][CH:11]=1. (3) Given the reactants [Cl:1][C:2]1[N:7]([CH2:8][C:9]([OH:11])=O)[C:6](=[O:12])[C:5]([NH:13][CH2:14][C:15]([F:23])([F:22])[C:16]2[CH:21]=[CH:20][CH:19]=[CH:18][N:17]=2)=[N:4][CH:3]=1.C(O)(=O)C(O)=O.[C:30]([N:49]1[CH:53]=[C:52]([C:54]2[CH:61]=[CH:60][CH:59]=[CH:58][C:55]=2[CH2:56][NH2:57])[N:51]=[CH:50]1)([C:43]1[CH:48]=[CH:47][CH:46]=[CH:45][CH:44]=1)([C:37]1[CH:42]=[CH:41][CH:40]=[CH:39][CH:38]=1)[C:31]1[CH:36]=[CH:35][CH:34]=[CH:33][CH:32]=1.Cl.CN(C)CCCN=C=NCC.ON1C2N=CC=CC=2N=N1.C(N(C(C)C)CC)(C)C, predict the reaction product. The product is: [Cl:1][C:2]1[N:7]([CH2:8][C:9]([NH:57][CH2:56][C:55]2[CH:58]=[CH:59][CH:60]=[CH:61][C:54]=2[C:52]2[N:51]=[CH:50][N:49]([C:30]([C:43]3[CH:48]=[CH:47][CH:46]=[CH:45][CH:44]=3)([C:37]3[CH:38]=[CH:39][CH:40]=[CH:41][CH:42]=3)[C:31]3[CH:36]=[CH:35][CH:34]=[CH:33][CH:32]=3)[CH:53]=2)=[O:11])[C:6](=[O:12])[C:5]([NH:13][CH2:14][C:15]([F:23])([F:22])[C:16]2[CH:21]=[CH:20][CH:19]=[CH:18][N:17]=2)=[N:4][CH:3]=1. (4) Given the reactants [Cl:1][C:2]1[C:3]([NH:17][C@H:18]([C:20]2[CH:25]=[CH:24][C:23]([F:26])=[CH:22][N:21]=2)[CH3:19])=[N:4][C:5]([NH:8][C:9]2[C:10]([O:15]C)=[N:11][CH:12]=[CH:13][CH:14]=2)=[N:6][CH:7]=1.Br, predict the reaction product. The product is: [Cl:1][C:2]1[C:3]([NH:17][C@H:18]([C:20]2[CH:25]=[CH:24][C:23]([F:26])=[CH:22][N:21]=2)[CH3:19])=[N:4][C:5]([NH:8][C:9]2[C:10](=[O:15])[NH:11][CH:12]=[CH:13][CH:14]=2)=[N:6][CH:7]=1. (5) Given the reactants [Cl-].O[NH3+:3].[C:4](=[O:7])([O-])[OH:5].[Na+].CS(C)=O.[CH:13]1([O:16][C:17]2[CH:22]=[CH:21][C:20]([N:23]3[C:28](=[O:29])[C:27]([CH2:30][C:31]4[CH:36]=[CH:35][C:34]([C:37]5[C:38]([C:43]#[N:44])=[CH:39][CH:40]=[CH:41][CH:42]=5)=[CH:33][CH:32]=4)=[C:26]([CH2:45][CH2:46][CH3:47])[N:25]=[C:24]3[CH3:48])=[CH:19][CH:18]=2)[CH2:15][CH2:14]1, predict the reaction product. The product is: [CH:13]1([O:16][C:17]2[CH:18]=[CH:19][C:20]([N:23]3[C:28](=[O:29])[C:27]([CH2:30][C:31]4[CH:36]=[CH:35][C:34]([C:37]5[CH:42]=[CH:41][CH:40]=[CH:39][C:38]=5[C:43]5[NH:3][C:4](=[O:7])[O:5][N:44]=5)=[CH:33][CH:32]=4)=[C:26]([CH2:45][CH2:46][CH3:47])[N:25]=[C:24]3[CH3:48])=[CH:21][CH:22]=2)[CH2:14][CH2:15]1.